Dataset: Catalyst prediction with 721,799 reactions and 888 catalyst types from USPTO. Task: Predict which catalyst facilitates the given reaction. (1) Reactant: C(O)(=O)C.[CH3:5][O:6][C:7](=[O:29])[C@H:8]([NH:18][C:19]([O:21][CH2:22][C:23]1[CH:28]=[CH:27][CH:26]=[CH:25][CH:24]=1)=[O:20])[CH2:9][C:10]1[CH:15]=[CH:14][C:13]([NH2:16])=[C:12]([NH2:17])[CH:11]=1.[N:30]([O-])=O.[Na+].[OH-].[NH4+]. Product: [CH3:5][O:6][C:7](=[O:29])[C@H:8]([NH:18][C:19]([O:21][CH2:22][C:23]1[CH:28]=[CH:27][CH:26]=[CH:25][CH:24]=1)=[O:20])[CH2:9][C:10]1[CH:15]=[CH:14][C:13]2[NH:16][N:30]=[N:17][C:12]=2[CH:11]=1. The catalyst class is: 86. (2) Product: [C:1]([C:3]1[CH:4]=[C:5]([C:6]2[O:8][N:50]=[C:32]([C:33]3[CH:41]=[CH:40][CH:39]=[C:38]4[C:34]=3[CH:35]=[CH:36][N:37]4[CH2:42][CH2:43][CH2:44][C:45]([O:47][CH2:48][CH3:49])=[O:46])[N:31]=2)[CH:9]=[CH:10][C:11]=1[O:12][CH:13]([CH3:15])[CH3:14])#[N:2]. Reactant: [C:1]([C:3]1[CH:4]=[C:5]([CH:9]=[CH:10][C:11]=1[O:12][CH:13]([CH3:15])[CH3:14])[C:6]([OH:8])=O)#[N:2].C(Cl)CCl.C1C=CC2N(O)N=NC=2C=1.O[NH:31][C:32](=[NH:50])[C:33]1[CH:41]=[CH:40][CH:39]=[C:38]2[C:34]=1[CH:35]=[CH:36][N:37]2[CH2:42][CH2:43][CH2:44][C:45]([O:47][CH2:48][CH3:49])=[O:46]. The catalyst class is: 3. (3) Reactant: [Cl:1][C:2]1[CH:10]=[C:9]2[C:5]([C:6]([C:11]([N:13]3[CH2:18][CH2:17][CH:16]([N:19]4[C:23]5[CH:24]=[CH:25][CH:26]=[CH:27][C:22]=5[NH:21][C:20]4=[O:28])[CH2:15][CH2:14]3)=[O:12])=[CH:7][NH:8]2)=[CH:4][CH:3]=1.[H-].[Na+].Cl[CH2:32][C:33]([N:35]([CH3:37])[CH3:36])=[O:34]. Product: [Cl:1][C:2]1[CH:10]=[C:9]2[C:5]([C:6]([C:11]([N:13]3[CH2:18][CH2:17][CH:16]([N:19]4[C:23]5[CH:24]=[CH:25][CH:26]=[CH:27][C:22]=5[NH:21][C:20]4=[O:28])[CH2:15][CH2:14]3)=[O:12])=[CH:7][N:8]2[CH2:32][C:33]([N:35]([CH3:37])[CH3:36])=[O:34])=[CH:4][CH:3]=1. The catalyst class is: 3. (4) Reactant: [CH2:1]([NH:4][CH2:5][CH2:6][CH3:7])[CH2:2][CH3:3].C[Al](C)C.[NH2:12][C:13]1[CH2:14][C:15]([C:26]([O:28]CC)=O)=[CH:16][C:17]2[CH:23]=[C:22]([O:24][CH3:25])[CH:21]=[CH:20][C:18]=2[N:19]=1.[C@H](O)(C([O-])=O)[C@@H](O)C([O-])=O.[Na+].[K+]. Product: [NH2:12][C:13]1[CH2:14][C:15]([C:26]([N:4]([CH2:5][CH2:6][CH3:7])[CH2:1][CH2:2][CH3:3])=[O:28])=[CH:16][C:17]2[CH:23]=[C:22]([O:24][CH3:25])[CH:21]=[CH:20][C:18]=2[N:19]=1. The catalyst class is: 11. (5) Reactant: [Cl:1][C:2]1[CH:3]=[C:4]([CH:9]([O:13][CH:14]2[CH2:19][CH2:18][O:17][CH2:16][CH2:15]2)[C:10](O)=[O:11])[CH:5]=[CH:6][C:7]=1[Cl:8].C(Cl)(=O)C(Cl)=O.C[Si](C)(C)[NH:28][Si](C)(C)C. Product: [Cl:1][C:2]1[CH:3]=[C:4]([CH:9]([O:13][CH:14]2[CH2:19][CH2:18][O:17][CH2:16][CH2:15]2)[C:10]([NH2:28])=[O:11])[CH:5]=[CH:6][C:7]=1[Cl:8]. The catalyst class is: 120. (6) Reactant: [H-].[Al+3].[Li+].[H-].[H-].[H-].[CH3:7][O:8][C:9]1[CH:23]=[CH:22][C:12]([CH2:13][N:14]2[C@@H:19]([CH3:20])[CH2:18][O:17][CH2:16][C:15]2=O)=[CH:11][CH:10]=1. Product: [CH3:7][O:8][C:9]1[CH:10]=[CH:11][C:12]([CH2:13][N:14]2[CH2:15][CH2:16][O:17][CH2:18][C@@H:19]2[CH3:20])=[CH:22][CH:23]=1. The catalyst class is: 1. (7) Reactant: [CH3:1][O:2][C:3](=[O:16])[C:4]1[CH:9]=[C:8]([N+:10]([O-:12])=[O:11])[C:7]([NH2:13])=[C:6]([F:14])[C:5]=1F.[CH3:17][C:18]1[CH:23]=[C:22]([O:24][C:25]([F:28])([F:27])[F:26])[CH:21]=[CH:20][C:19]=1[NH2:29].Cl. Product: [CH3:1][O:2][C:3](=[O:16])[C:4]1[CH:9]=[C:8]([N+:10]([O-:12])=[O:11])[C:7]([NH2:13])=[C:6]([F:14])[C:5]=1[NH:29][C:19]1[CH:20]=[CH:21][C:22]([O:24][C:25]([F:26])([F:27])[F:28])=[CH:23][C:18]=1[CH3:17]. The catalyst class is: 27. (8) Reactant: [CH3:1][O:2][C:3](=[O:12])[C:4]1[CH:9]=[CH:8][C:7](F)=[C:6]([Br:11])[CH:5]=1.[CH3:13][N:14]1[CH2:19][CH2:18][NH:17][CH2:16][CH2:15]1.C(=O)([O-])[O-].[K+].[K+].O. Product: [CH3:1][O:2][C:3](=[O:12])[C:4]1[CH:9]=[CH:8][C:7]([N:17]2[CH2:18][CH2:19][N:14]([CH3:13])[CH2:15][CH2:16]2)=[C:6]([Br:11])[CH:5]=1. The catalyst class is: 9.